This data is from Catalyst prediction with 721,799 reactions and 888 catalyst types from USPTO. The task is: Predict which catalyst facilitates the given reaction. (1) Reactant: [Na:1].[C:2](#[N:6])[CH2:3][C:4]#[N:5].[CH2:7]([O:9][C:10]([N:12]=[C:13]=[S:14])=[O:11])[CH3:8]. Product: [Na:1].[C:4]([C:3]([C:2]#[N:6])=[C:13]([NH:12][C:10]([O:9][CH2:7][CH3:8])=[O:11])[S-:14])#[N:5]. The catalyst class is: 8. (2) Reactant: [CH2:1]([C:3]1[CH:8]=[C:7]([CH3:9])[CH:6]=[C:5]([CH2:10][CH3:11])[C:4]=1[C:12](=[O:24])[C:13]([NH:15][N:16]=[CH:17][C:18]1[CH:23]=[CH:22][CH:21]=[CH:20][CH:19]=1)=[O:14])[CH3:2].S(OC)(O[CH3:29])(=O)=O.C(=O)([O-])[O-].[K+].[K+]. Product: [CH2:1]([C:3]1[CH:8]=[C:7]([CH3:9])[CH:6]=[C:5]([CH2:10][CH3:11])[C:4]=1[C:12](=[O:24])[C:13]([N:15]([CH3:29])[N:16]=[CH:17][C:18]1[CH:19]=[CH:20][CH:21]=[CH:22][CH:23]=1)=[O:14])[CH3:2]. The catalyst class is: 93. (3) Reactant: [N:1]1([CH2:7][CH2:8][O:9][C:10](=[O:40])[NH:11][C:12]2[C:13]([CH3:39])=[C:14]3[C:19]([NH:20][C:21]4[CH:26]=[CH:25][C:24]([O:27][C:28]5[CH:33]=[CH:32][CH:31]=[CH:30][C:29]=5[O:34][CH3:35])=[CH:23][CH:22]=4)=[C:18]([C:36]#[N:37])[CH:17]=[N:16][N:15]3[CH:38]=2)[CH2:6][CH2:5][O:4][CH2:3][CH2:2]1.CI.[H-].[Na+].[CH3:45]CO. Product: [N:1]1([CH2:7][CH2:8][O:9][C:10](=[O:40])[N:11]([C:12]2[C:13]([CH3:39])=[C:14]3[C:19]([NH:20][C:21]4[CH:22]=[CH:23][C:24]([O:27][C:28]5[CH:33]=[CH:32][CH:31]=[CH:30][C:29]=5[O:34][CH3:35])=[CH:25][CH:26]=4)=[C:18]([C:36]#[N:37])[CH:17]=[N:16][N:15]3[CH:38]=2)[CH3:45])[CH2:2][CH2:3][O:4][CH2:5][CH2:6]1. The catalyst class is: 1. (4) Reactant: [N+:1]([C:4]1[CH:5]=[CH:6][C:7]2[S:11][N:10]=[C:9]([NH:12][CH2:13][CH2:14][NH:15][C:16](=[O:23])[C:17]3[CH:22]=[CH:21][CH:20]=[CH:19][N:18]=3)[C:8]=2[CH:24]=1)([O-])=O.[Cl-].[NH4+]. Product: [NH2:1][C:4]1[CH:5]=[CH:6][C:7]2[S:11][N:10]=[C:9]([NH:12][CH2:13][CH2:14][NH:15][C:16](=[O:23])[C:17]3[CH:22]=[CH:21][CH:20]=[CH:19][N:18]=3)[C:8]=2[CH:24]=1. The catalyst class is: 190.